Dataset: Full USPTO retrosynthesis dataset with 1.9M reactions from patents (1976-2016). Task: Predict the reactants needed to synthesize the given product. Given the product [Br:12][C:7]1[CH:6]=[C:3]([C:2]([OH:1])=[CH:9][C:8]=1[O:10][CH3:11])[CH:4]=[O:5], predict the reactants needed to synthesize it. The reactants are: [OH:1][C:2]1[CH:9]=[C:8]([O:10][CH3:11])[CH:7]=[CH:6][C:3]=1[CH:4]=[O:5].[Br-:12].[Br-].[Br-].C([N+](CCCC)(CCCC)CCCC)CCC.C([N+](CCCC)(CCCC)CCCC)CCC.C([N+](CCCC)(CCCC)CCCC)CCC.